Dataset: Forward reaction prediction with 1.9M reactions from USPTO patents (1976-2016). Task: Predict the product of the given reaction. Given the reactants [Cl:1][C:2]1[CH:3]=[C:4]([C:8]2[CH:16]=[CH:15][CH:14]=[C:13]3[C:9]=2[CH2:10][C:11](=[O:17])[NH:12]3)[CH:5]=[CH:6][CH:7]=1.[N:18]1([CH2:23][CH2:24][NH:25][C:26]([C:28]2[CH:32]=[C:31]([CH3:33])[NH:30][C:29]=2[CH:34]=O)=[O:27])[CH:22]=[CH:21][N:20]=[N:19]1, predict the reaction product. The product is: [N:18]1([CH2:23][CH2:24][NH:25][C:26]([C:28]2[CH:32]=[C:31]([CH3:33])[NH:30][C:29]=2[CH:34]=[C:10]2[C:9]3[C:13](=[CH:14][CH:15]=[CH:16][C:8]=3[C:4]3[CH:5]=[CH:6][CH:7]=[C:2]([Cl:1])[CH:3]=3)[NH:12][C:11]2=[O:17])=[O:27])[CH:22]=[CH:21][N:20]=[N:19]1.